Binary Classification. Given a miRNA mature sequence and a target amino acid sequence, predict their likelihood of interaction. From a dataset of Experimentally validated miRNA-target interactions with 360,000+ pairs, plus equal number of negative samples. (1) The miRNA is hsa-miR-384 with sequence AUUCCUAGAAAUUGUUCAUA. The protein sequence of the target gene is MPNFSGNWKIIRSENFEELLKVLGVNVMLRKIAVAAASKPAVEIKQEGDTFYIKTSTTVRTTEINFKVGEEFEEQTVDGRPCKSLVKWESENKMVCEQKLLKGEGPKTSWTRELTNDGELILTMTADDVVCTRVYVRE. Result: 0 (no interaction). (2) The protein sequence of the target gene is MSYPADDYESEAAYDPYAYPSDYDMHTGDPKQDLAYERQYEQQTYQVIPEVIKNFIQYFHKTVSDLIDQKVYELQASRVSSDVIDQKVYEIQDIYENSWTKLTERFFKNTPWPEAEAIAPQVGNDAVFLILYKELYYRHIYAKVSGGPSLEQRFESYYNYCNLFNYILNADGPAPLELPNQWLWDIIDEFIYQFQSFSQYRCKTAKKSEEEIDFLRSNPKIWNVHSVLNVLHSLVDKSNINRQLEVYTSGGDPESVAGEYGRHSLYKMLGYFSLVGLLRLHSLLGDYYQAIKVLENIELN.... The miRNA is hsa-miR-940 with sequence AAGGCAGGGCCCCCGCUCCCC. Result: 1 (interaction). (3) The miRNA is hsa-miR-586 with sequence UAUGCAUUGUAUUUUUAGGUCC. The protein sequence of the target gene is MENFSLLSISGPPISSSALSAFPDIMFSRATSLPDIAKTAVPTEASSPAQALPPQYQSIIVRQGIQNTALSPDCSLGDTQHGEKLRRNCTIYRPWFSPYSYFVCADKESQLEAYDFPEVQQDEGKWDNCLSEDMAENICSSSSSPENTCPREATKKSRHGLDSITSQDILMASRWHPAQQNGYKCVACCRMYPTLDFLKSHIKRGFREGFSCKVYYRKLKALWSKEQKARLGDRLSSGSCQAFNSPAEHLRQIGGEAYLCL. Result: 0 (no interaction). (4) The miRNA is mmu-miR-3073a-5p with sequence GUGGUCACAGUUGGCGCCAGCC. The protein sequence of the target gene is MASPPDTDGFSDVRKVGYLRKPKSMHKRFFVLRAASEAGGPARLEYYENEKKWRHKSSAPKRSIPLESCFNINKRADSKNKHLVALYTRDEHFAIAADSEAEQDSWYQALLQLHNRAKAHHDGAGGGCGGSCSGSSGVGEAGEDLSYDTGPGPAFKEVWQVILKPKGLGQTKNLIGIYRLCLTSKTISFVKLNSEAAAVVLQLMNIRRCGHSENFFFIEVGRSAVTGPGEFWMQVDDSVVAQNMHETILEAMRAMSDEFRPRTKSQSSSSCSNPISVPLRRHHLNNPPPSQVGLTRRSRT.... Result: 0 (no interaction). (5) Result: 1 (interaction). The miRNA is mmu-miR-291b-3p with sequence AAAGUGCAUCCAUUUUGUUUGU. The protein sequence of the target gene is MGNTVHRTLPDSSPPARLLATRPCYGPGPERRAVLGEAPRFHAQAKGKNVRLDGHSRRATRRNSFCNGVTFTQRPIRLYEQVRLRLVAVRPGWSGALRFGFTAHDPSLMSAQDIPKYACPDLVTRPGYWAKALPENLALRDTVLAYWADRHGRVFYSVNDGEPVLFHCGVAVGGPLWALIDVYGITDEVQLLESTFADTLTPLRLGQARLSACPPPGSHDAANFDNNELENNQVVAKLGHLALGRPDAAVPCVARERPRPASSPALLDAELRFHATRGPDVSLSADRRLACAPRPDGGRT.... (6) The miRNA is hsa-miR-599 with sequence GUUGUGUCAGUUUAUCAAAC. The protein sequence of the target gene is MENLMTSSTLPPLFADEDGSKESNDLATTGLNHPEVPYSSGATSSTNNPEFVEDLSQGQLLQSESSNAAEGNEQRHEDEQRSKRGGWSKGRKRKKPLRDSNAPKSPLTGYVRFMNERREQLRAKRPEVPFPEITRMLGNEWSKLPPEEKQRYLDEADRDKERYMKELEQYQKTEAYKVFSRKTQDRQKGKSHRQDAARQATHDHEKETEVKERSVFDIPIFTEEFLNHSKAREAELRQLRKSNMEFEERNAALQKHVESMRTAVEKLEVDVIQERSRNTVLQQHLETLRQVLTSSFASMP.... Result: 0 (no interaction).